This data is from Ames mutagenicity test results for genotoxicity prediction. The task is: Regression/Classification. Given a drug SMILES string, predict its toxicity properties. Task type varies by dataset: regression for continuous values (e.g., LD50, hERG inhibition percentage) or binary classification for toxic/non-toxic outcomes (e.g., AMES mutagenicity, cardiotoxicity, hepatotoxicity). Dataset: ames. (1) The molecule is COc1cc2c(c3ccc4ccccc4c13)CCC2=O. The result is 1 (mutagenic). (2) The molecule is OC1c2ccc3cc4c(ccc5ccccc54)nc3c2C2OC2C1O. The result is 1 (mutagenic). (3) The drug is Nc1ccc([N+](=O)[O-])c(N)c1. The result is 1 (mutagenic). (4) The compound is CCCCN(COC(C)=O)N=O. The result is 1 (mutagenic). (5) The molecule is O=[N+]([O-])c1ccc2nc3c(cc2c1)-c1cccc2cccc-3c12. The result is 1 (mutagenic).